From a dataset of Forward reaction prediction with 1.9M reactions from USPTO patents (1976-2016). Predict the product of the given reaction. (1) Given the reactants [CH2:1]([N:5]1[CH2:14][CH2:13][C:12]2[C:7](=[CH:8][CH:9]=[C:10]([O:15][CH3:16])[CH:11]=2)[C:6]1=[O:17])[CH2:2][CH:3]=[CH2:4].[CH:18](=[O:22])/C=C/C, predict the reaction product. The product is: [CH3:16][O:15][C:10]1[CH:11]=[C:12]2[C:7](=[CH:8][CH:9]=1)[C:6](=[O:17])[N:5]([C:1](=[CH:2][CH2:3][CH3:4])[CH:18]=[O:22])[CH2:14][CH2:13]2. (2) Given the reactants [C:1]([O:5][C:6]([N:8]1[CH2:13][CH:12]=[C:11]([C:14]2[N:35]=[CH:34][C:17]3[C:18]4[N:22]([CH2:23][CH2:24][O:25][C:16]=3[CH:15]=2)[CH:21]=[C:20]([C:26]2[N:27]([CH:31]([CH3:33])[CH3:32])[N:28]=[CH:29][N:30]=2)[N:19]=4)[CH2:10][CH2:9]1)=[O:7])([CH3:4])([CH3:3])[CH3:2], predict the reaction product. The product is: [C:1]([O:5][C:6]([N:8]1[CH2:9][CH2:10][CH:11]([C:14]2[N:35]=[CH:34][C:17]3[C:18]4[N:22]([CH2:23][CH2:24][O:25][C:16]=3[CH:15]=2)[CH:21]=[C:20]([C:26]2[N:27]([CH:31]([CH3:32])[CH3:33])[N:28]=[CH:29][N:30]=2)[N:19]=4)[CH2:12][CH2:13]1)=[O:7])([CH3:3])([CH3:2])[CH3:4]. (3) Given the reactants [F:1][C:2]([F:14])([F:13])[S:3][C:4]1[CH:12]=[CH:11][C:7]([C:8]([OH:10])=O)=[CH:6][CH:5]=1.[CH3:15][N:16]1[C:25]2[C:20](=[CH:21][C:22]([CH2:26][NH2:27])=[CH:23][CH:24]=2)[CH2:19][CH2:18][CH2:17]1.N, predict the reaction product. The product is: [CH3:15][N:16]1[C:25]2[C:20](=[CH:21][C:22]([CH2:26][NH:27][C:8](=[O:10])[C:7]3[CH:6]=[CH:5][C:4]([S:3][C:2]([F:1])([F:14])[F:13])=[CH:12][CH:11]=3)=[CH:23][CH:24]=2)[CH2:19][CH2:18][CH2:17]1. (4) Given the reactants [I-].[CH3:2][S+](C)(C)=O.[H-].[Na+].[Br:9][C:10]1[S:11][CH:12]=[C:13](/[CH:15]=[CH:16]/[C:17]([O:19][CH2:20][CH3:21])=[O:18])[N:14]=1.O, predict the reaction product. The product is: [Br:9][C:10]1[S:11][CH:12]=[C:13]([C@@H:15]2[CH2:2][C@H:16]2[C:17]([O:19][CH2:20][CH3:21])=[O:18])[N:14]=1. (5) Given the reactants C1(S([C:10](=[CH:13][C:14]2[CH:19]=[CH:18][N:17]=[C:16]([C:20]3[N:21]=[CH:22][N:23]([CH3:37])[C:24]=3[C:25]3[CH:30]=[CH:29][C:28]([F:31])=[CH:27][C:26]=3[O:32][CH2:33][CH:34]3[CH2:36][CH2:35]3)[CH:15]=2)[C:11]#[N:12])(=O)=O)C=CC=CC=1.[N-:38]=[N+:39]=[N-:40].[Na+].Cl.[OH-].[Na+], predict the reaction product. The product is: [CH:34]1([CH2:33][O:32][C:26]2[CH:27]=[C:28]([F:31])[CH:29]=[CH:30][C:25]=2[C:24]2[N:23]([CH3:37])[CH:22]=[N:21][C:20]=2[C:16]2[CH:15]=[C:14]([C:13]3[N:38]=[N:39][NH:40][C:10]=3[C:11]#[N:12])[CH:19]=[CH:18][N:17]=2)[CH2:35][CH2:36]1. (6) Given the reactants [CH3:1][O:2][C:3]1[N:8]=[CH:7][C:6]([C:9]2[CH:13]=[C:12]([NH2:14])[NH:11][N:10]=2)=[CH:5][CH:4]=1.[CH:15]([C:17]1[CH:26]=[CH:25][C:20]([C:21]([O:23][CH3:24])=[O:22])=[CH:19][CH:18]=1)=O.[Sn](CCCC)(CCCC)(Cl)Cl.C1([SiH3])C=CC=CC=1, predict the reaction product. The product is: [CH3:1][O:2][C:3]1[N:8]=[CH:7][C:6]([C:9]2[CH:13]=[C:12]([NH:14][CH2:15][C:17]3[CH:26]=[CH:25][C:20]([C:21]([O:23][CH3:24])=[O:22])=[CH:19][CH:18]=3)[NH:11][N:10]=2)=[CH:5][CH:4]=1. (7) Given the reactants [F:1][C:2]([F:27])([F:26])[C:3]1[CH:8]=[CH:7][C:6]([C:9]2[O:13][C:12]([NH:14][C:15]3[CH:16]=[CH:17][CH:18]=[C:19]4[C:24]=3[CH2:23][C:22](=[O:25])[CH2:21][CH2:20]4)=[N:11][CH:10]=2)=[CH:5][CH:4]=1.[BH4-].[Na+].O, predict the reaction product. The product is: [F:27][C:2]([F:1])([F:26])[C:3]1[CH:8]=[CH:7][C:6]([C:9]2[O:13][C:12]([NH:14][C:15]3[CH:16]=[CH:17][CH:18]=[C:19]4[C:24]=3[CH2:23][CH:22]([OH:25])[CH2:21][CH2:20]4)=[N:11][CH:10]=2)=[CH:5][CH:4]=1.